Dataset: Forward reaction prediction with 1.9M reactions from USPTO patents (1976-2016). Task: Predict the product of the given reaction. (1) Given the reactants [CH:1]1([NH:4][C:5](=[O:34])[CH:6]([OH:33])[CH:7]([NH:15][C:16](=[O:32])[C:17]2[CH:22]=[CH:21][CH:20]=[N:19][C:18]=2[N:23]2[CH:31]=[C:30]3[C:25]([CH:26]=[CH:27][CH:28]=[CH:29]3)=[N:24]2)[CH2:8][C:9]2[CH:14]=[CH:13][CH:12]=[CH:11][CH:10]=2)[CH2:3][CH2:2]1.ClCCl, predict the reaction product. The product is: [CH:1]1([NH:4][C:5](=[O:34])[C:6](=[O:33])[CH:7]([NH:15][C:16](=[O:32])[C:17]2[CH:22]=[CH:21][CH:20]=[N:19][C:18]=2[N:23]2[CH:31]=[C:30]3[C:25]([CH:26]=[CH:27][CH:28]=[CH:29]3)=[N:24]2)[CH2:8][C:9]2[CH:10]=[CH:11][CH:12]=[CH:13][CH:14]=2)[CH2:2][CH2:3]1. (2) Given the reactants Cl.Cl.Cl.[O:4]1[C:8]2=[C:9]([N:13]3[CH2:18][CH2:17][N:16]([CH2:19][CH2:20][C@H:21]4[CH2:26][CH2:25][C@H:24]([NH2:27])[CH2:23][CH2:22]4)[CH2:15][CH2:14]3)[N:10]=[CH:11][CH:12]=[C:7]2[CH2:6][CH2:5]1.[F:28][C:29]([F:36])([F:35])[CH:30]([OH:34])[C:31](O)=[O:32], predict the reaction product. The product is: [O:4]1[C:8]2=[C:9]([N:13]3[CH2:18][CH2:17][N:16]([CH2:19][CH2:20][C@H:21]4[CH2:26][CH2:25][C@H:24]([NH:27][C:31](=[O:32])[CH:30]([OH:34])[C:29]([F:36])([F:35])[F:28])[CH2:23][CH2:22]4)[CH2:15][CH2:14]3)[N:10]=[CH:11][CH:12]=[C:7]2[CH2:6][CH2:5]1. (3) Given the reactants [Br:1][C:2]1[CH:3]=[C:4]([C:7]([OH:9])=O)[S:5][CH:6]=1.[F:10][C:11]1[CH:16]=[CH:15][C:14]([CH2:17][CH2:18][NH:19][CH3:20])=[CH:13][CH:12]=1, predict the reaction product. The product is: [F:10][C:11]1[CH:12]=[CH:13][C:14]([CH2:17][CH2:18][N:19]([CH3:20])[C:7]([C:4]2[S:5][CH:6]=[C:2]([Br:1])[CH:3]=2)=[O:9])=[CH:15][CH:16]=1. (4) Given the reactants C([O:3][C:4]([C:6]1[C:18]2[CH2:17][CH2:16][C:15]3[CH:14]=[N:13][CH:12]=[CH:11][C:10]=3[C:9]=2[NH:8][CH:7]=1)=[O:5])C.[OH-].[K+], predict the reaction product. The product is: [NH:8]1[C:9]2[C:10]3[CH:11]=[CH:12][N:13]=[CH:14][C:15]=3[CH2:16][CH2:17][C:18]=2[C:6]([C:4]([OH:5])=[O:3])=[CH:7]1. (5) Given the reactants [C:1]([CH2:3][C:4]1([N:8]2[CH:12]=[C:11]([C:13]3[CH:18]=[N:17][N:16]4[C:19]([C:22]5[CH:23]=[C:24]([NH:28][C:29]([NH:31][CH2:32][C:33]([F:36])([F:35])[F:34])=[O:30])[CH:25]=[CH:26][CH:27]=5)=[CH:20][N:21]=[C:15]4[CH:14]=3)[CH:10]=[N:9]2)[CH2:7][NH:6][CH2:5]1)#[N:2].[CH3:37][O:38][CH2:39][C:40](Cl)=[O:41], predict the reaction product. The product is: [C:1]([CH2:3][C:4]1([N:8]2[CH:12]=[C:11]([C:13]3[CH:18]=[N:17][N:16]4[C:19]([C:22]5[CH:23]=[C:24]([NH:28][C:29]([NH:31][CH2:32][C:33]([F:35])([F:36])[F:34])=[O:30])[CH:25]=[CH:26][CH:27]=5)=[CH:20][N:21]=[C:15]4[CH:14]=3)[CH:10]=[N:9]2)[CH2:5][N:6]([C:40](=[O:41])[CH2:39][O:38][CH3:37])[CH2:7]1)#[N:2].